From a dataset of Reaction yield outcomes from USPTO patents with 853,638 reactions. Predict the reaction yield, written as a fraction of the theoretical maximum amount of product (1.0 means a 100% yield; for example, 0.34 means a 34% yield). The reactants are C[C@@:2]1([C:5]2[CH:6]=[N:7][CH:8]=[CH:9][CH:10]=2)[CH2:4][O:3]1.[NH2:11][C@H:12]([CH3:27])[CH2:13][C:14]1[C:22]2[C:17](=[C:18]([C:23]([O:25][CH3:26])=[O:24])[CH:19]=[CH:20][CH:21]=2)[NH:16][CH:15]=1.N1C=CN=C1.[CH2:33]([Si:35](Cl)([CH2:38][CH3:39])[CH2:36][CH3:37])[CH3:34]. The catalyst is CO.CN(C)C1C=CN=CC=1.C(OCC)(=O)C. The product is [N:7]1[CH:8]=[CH:9][CH:10]=[C:5]([C@@H:2]([O:3][Si:35]([CH2:38][CH3:39])([CH2:36][CH3:37])[CH2:33][CH3:34])[CH2:4][NH:11][C@H:12]([CH3:27])[CH2:13][C:14]2[C:22]3[C:17](=[C:18]([C:23]([O:25][CH3:26])=[O:24])[CH:19]=[CH:20][CH:21]=3)[NH:16][CH:15]=2)[CH:6]=1. The yield is 0.240.